Dataset: Forward reaction prediction with 1.9M reactions from USPTO patents (1976-2016). Task: Predict the product of the given reaction. (1) Given the reactants [CH:1]([C:3]1[C:4]([C:27]2[S:28][CH:29]=[CH:30][CH:31]=2)=[C:5]2[C:14]3[C:9](=[CH:10][C:11]([O:19][CH3:20])=[C:12]([O:15][CH:16]([CH3:18])[CH3:17])[CH:13]=3)[CH2:8][CH2:7][N:6]2[C:21]=1[C:22]([O:24]CC)=[O:23])=[O:2].[OH-].[Na+], predict the reaction product. The product is: [CH:1]([C:3]1[C:4]([C:27]2[S:28][CH:29]=[CH:30][CH:31]=2)=[C:5]2[C:14]3[C:9](=[CH:10][C:11]([O:19][CH3:20])=[C:12]([O:15][CH:16]([CH3:17])[CH3:18])[CH:13]=3)[CH2:8][CH2:7][N:6]2[C:21]=1[C:22]([OH:24])=[O:23])=[O:2]. (2) Given the reactants [N:1]1[C:10]2[C:5](=[CH:6][CH:7]=[CH:8][CH:9]=2)[CH:4]=[CH:3][C:2]=1[CH2:11][CH2:12][NH2:13].CCN(C(C)C)C(C)C.C1CN([P+](ON2N=NC3C=CC=CC2=3)(N2CCCC2)N2CCCC2)CC1.F[P-](F)(F)(F)(F)F.[CH3:56][N:57]1[CH:62]=[C:61]([C:63](O)=[O:64])[C:60]([C:66](OC)=[O:67])=[C:59]([Cl:70])[C:58]1=[O:71], predict the reaction product. The product is: [Cl:70][C:59]1[C:58](=[O:71])[N:57]([CH3:56])[CH:62]=[C:61]2[C:63](=[O:64])[N:13]([CH2:12][CH2:11][C:2]3[CH:3]=[CH:4][C:5]4[C:10](=[CH:9][CH:8]=[CH:7][CH:6]=4)[N:1]=3)[C:66](=[O:67])[C:60]=12.